The task is: Predict the product of the given reaction.. This data is from Forward reaction prediction with 1.9M reactions from USPTO patents (1976-2016). (1) The product is: [CH3:1][O:2][C:3]([C@@H:5]1[CH2:32][C@@H:31]2[CH2:33][N:6]1[C:7](=[O:40])[C@H:8]([C:36]([CH3:37])([CH3:39])[CH3:38])[NH:9][C:10](=[O:35])[O:11][C@@H:12]1[CH2:34][C@H:13]1[CH2:14][CH2:15][CH2:16][CH2:17][CH2:18][C:19]1[C:20]([O:30]2)=[N:21][C:22]2[CH:23]=[CH:24][CH:25]=[CH:26][C:27]=2[C:28]=1[O:29][CH:45]1[CH2:46][CH2:47][N:42]([CH3:41])[CH2:43][CH2:44]1)=[O:4]. Given the reactants [CH3:1][O:2][C:3]([C@@H:5]1[CH2:32][C@@H:31]2[CH2:33][N:6]1[C:7](=[O:40])[C@H:8]([C:36]([CH3:39])([CH3:38])[CH3:37])[NH:9][C:10](=[O:35])[O:11][C@@H:12]1[CH2:34][C@H:13]1[CH2:14][CH2:15][CH2:16][CH2:17][CH2:18][C:19]1[C:20]([O:30]2)=[N:21][C:22]2[CH:23]=[CH:24][CH:25]=[CH:26][C:27]=2[C:28]=1[OH:29])=[O:4].[CH3:41][N:42]1[CH2:47][CH2:46][CH:45](O)[CH2:44][CH2:43]1, predict the reaction product. (2) Given the reactants [CH3:1][N:2]1[C@@H:11]([C@H:12]2[O:21][C:19](=[O:20])[C:18]3[C:17]([O:22][CH3:23])=[C:16]([O:24][CH3:25])[CH:15]=[CH:14][C:13]2=3)[C:10]2[C:9]([O:26][CH3:27])=[C:8]3[O:28][CH2:29][O:30][C:7]3=[CH:6][C:5]=2[CH2:4][CH2:3]1.[F-:31].FF, predict the reaction product. The product is: [F:31][C:6]1[C:5]2[CH2:4][CH2:3][N:2]([CH3:1])[C@@H:11]([C@@H:12]3[C:13]4[C:18](=[C:17]([O:22][CH3:23])[C:16]([O:24][CH3:25])=[CH:15][CH:14]=4)[C:19](=[O:20])[O:21]3)[C:10]=2[C:9]([O:26][CH3:27])=[C:8]2[O:28][CH2:29][O:30][C:7]=12. (3) The product is: [CH3:9][O:8][C:6](=[O:7])[C:5]1[CH:10]=[CH:11][C:2]([NH:18][CH:15]([CH3:17])[CH3:16])=[C:3]([N+:12]([O-:14])=[O:13])[CH:4]=1. Given the reactants Cl[C:2]1[CH:11]=[CH:10][C:5]([C:6]([O:8][CH3:9])=[O:7])=[CH:4][C:3]=1[N+:12]([O-:14])=[O:13].[CH:15]([NH2:18])([CH3:17])[CH3:16], predict the reaction product. (4) Given the reactants O1CCCC1.B.[CH:7]1([C:14](O)=[O:15])[CH2:13][CH2:12][CH2:11][CH2:10][CH2:9][CH2:8]1, predict the reaction product. The product is: [CH:7]1([CH2:14][OH:15])[CH2:13][CH2:12][CH2:11][CH2:10][CH2:9][CH2:8]1. (5) Given the reactants [Cl:1][C:2]1[C:3]([O:12][C:13]2[CH:18]=[C:17]([O:19][CH2:20][CH2:21][CH2:22][O:23][CH2:24][CH2:25][O:26][CH3:27])[CH:16]=[CH:15][C:14]=2/[CH:28]=[CH:29]/[C:30]([NH:32][S:33]([CH2:36][CH2:37][CH2:38][CH2:39][CH3:40])(=[O:35])=[O:34])=[O:31])=[N:4][CH:5]=[C:6]([C:8]([F:11])([F:10])[F:9])[CH:7]=1, predict the reaction product. The product is: [Cl:1][C:2]1[C:3]([O:12][C:13]2[CH:18]=[C:17]([O:19][CH2:20][CH2:21][CH2:22][O:23][CH2:24][CH2:25][O:26][CH3:27])[CH:16]=[CH:15][C:14]=2[CH2:28][CH2:29][C:30]([NH:32][S:33]([CH2:36][CH2:37][CH2:38][CH2:39][CH3:40])(=[O:35])=[O:34])=[O:31])=[N:4][CH:5]=[C:6]([C:8]([F:10])([F:9])[F:11])[CH:7]=1. (6) Given the reactants [F:1][C:2]([F:20])([F:19])[O:3][C:4]1[CH:9]=[CH:8][C:7]([C:10]2[CH:14]=[C:13]([C:15](OC)=[O:16])[O:12][N:11]=2)=[CH:6][CH:5]=1.[NH2:21][NH2:22].O, predict the reaction product. The product is: [F:1][C:2]([F:20])([F:19])[O:3][C:4]1[CH:9]=[CH:8][C:7]([C:10]2[CH:14]=[C:13]([C:15]([NH:21][NH2:22])=[O:16])[O:12][N:11]=2)=[CH:6][CH:5]=1. (7) The product is: [F:62][C:61]([F:64])([F:63])[C:59]([OH:65])=[O:60].[CH3:8][N:9]1[C:13]2[CH:14]=[C:15]([C:18]3[C:22]4[CH:23]=[C:24]5[C:29](=[CH:30][C:21]=4[NH:20][N:19]=3)[NH:28][C:27](=[O:31])[N:26]([C@@H:32]([C:34]3[CH:39]=[CH:38][CH:37]=[CH:36][CH:35]=3)[CH3:33])[CH2:25]5)[CH:16]=[CH:17][C:12]=2[N:11]=[N:10]1. Given the reactants C([SiH](CC)CC)C.[CH3:8][N:9]1[C:13]2[CH:14]=[C:15]([C:18]3[C:22]4[CH:23]=[C:24]5[C:29](=[CH:30][C:21]=4[N:20](C(C4C=CC=CC=4)(C4C=CC=CC=4)C4C=CC=CC=4)[N:19]=3)[NH:28][C:27](=[O:31])[N:26]([C@@H:32]([C:34]3[CH:39]=[CH:38][CH:37]=[CH:36][CH:35]=3)[CH3:33])[CH2:25]5)[CH:16]=[CH:17][C:12]=2[N:11]=[N:10]1.[C:59]([OH:65])([C:61]([F:64])([F:63])[F:62])=[O:60], predict the reaction product. (8) Given the reactants [C:1]([N:4]1[CH2:9][CH2:8][NH:7][CH2:6][CH2:5]1)(=[O:3])[CH3:2].Br[CH:11]=[CH:12][CH2:13][Cl:14].C(=O)([O-])[O-:16].[K+].[K+], predict the reaction product. The product is: [C:1]([N:4]1[CH2:9][CH2:8][N:7]([O:16][CH2:11][CH2:12][CH2:13][Cl:14])[CH2:6][CH2:5]1)(=[O:3])[CH3:2]. (9) Given the reactants [CH3:1][O:2][C:3]([CH:5]1[C:10](=O)[CH2:9][CH2:8][N:7]([C:12]([O:14][C:15]([CH3:18])([CH3:17])[CH3:16])=[O:13])[CH2:6]1)=[O:4].[NH:19]1[CH2:22][CH2:21][CH2:20]1.C(O[BH-](OC(=O)C)OC(=O)C)(=O)C.[Na+].O, predict the reaction product. The product is: [CH3:1][O:2][C:3]([CH:5]1[CH:10]([N:19]2[CH2:22][CH2:21][CH2:20]2)[CH2:9][CH2:8][N:7]([C:12]([O:14][C:15]([CH3:18])([CH3:17])[CH3:16])=[O:13])[CH2:6]1)=[O:4]. (10) Given the reactants [CH2:1]([CH:8]1[CH2:11][NH:10][CH2:9]1)[C:2]1[CH:7]=[CH:6][CH:5]=[CH:4][CH:3]=1.[C:12]1([CH2:18][CH2:19][CH2:20][C:21](Cl)=[O:22])[CH:17]=[CH:16][CH:15]=[CH:14][CH:13]=1.C(N(CC)CC)C, predict the reaction product. The product is: [CH2:1]([CH:8]1[CH2:9][N:10]([C:21](=[O:22])[CH2:20][CH2:19][CH2:18][C:12]2[CH:17]=[CH:16][CH:15]=[CH:14][CH:13]=2)[CH2:11]1)[C:2]1[CH:7]=[CH:6][CH:5]=[CH:4][CH:3]=1.